Dataset: TCR-epitope binding with 47,182 pairs between 192 epitopes and 23,139 TCRs. Task: Binary Classification. Given a T-cell receptor sequence (or CDR3 region) and an epitope sequence, predict whether binding occurs between them. (1) Result: 1 (the TCR binds to the epitope). The epitope is KLGGALQAK. The TCR CDR3 sequence is CASSLTGSGDSPLHF. (2) The epitope is FLNGSCGSV. The TCR CDR3 sequence is CASSQWTGDYEQYF. Result: 1 (the TCR binds to the epitope). (3) The epitope is LEPLVDLPI. The TCR CDR3 sequence is CASSLGLYTGELFF. Result: 1 (the TCR binds to the epitope). (4) The epitope is SEPVLKGVKL. The TCR CDR3 sequence is CSVEWDYTEAFF. Result: 1 (the TCR binds to the epitope). (5) The epitope is KLWAQCVQL. The TCR CDR3 sequence is CASSPTGDGEQFF. Result: 1 (the TCR binds to the epitope). (6) The epitope is VTEHDTLLY. The TCR CDR3 sequence is CASSLPLTDTQYF. Result: 1 (the TCR binds to the epitope). (7) The epitope is MLNIPSINV. The TCR CDR3 sequence is CASSYPDREAYEQYF. Result: 0 (the TCR does not bind to the epitope).